From a dataset of Forward reaction prediction with 1.9M reactions from USPTO patents (1976-2016). Predict the product of the given reaction. (1) The product is: [Br:1][C:2]1[C:3]([O:12][C:13]2[CH:18]=[CH:17][C:16]([F:19])=[CH:15][C:14]=2[F:20])=[CH:4][C:5]([CH3:11])=[C:6]([NH2:8])[CH:7]=1. Given the reactants [Br:1][C:2]1[CH:7]=[C:6]([N+:8]([O-])=O)[C:5]([CH3:11])=[CH:4][C:3]=1[O:12][C:13]1[CH:18]=[CH:17][C:16]([F:19])=[CH:15][C:14]=1[F:20].[NH4+].[Cl-], predict the reaction product. (2) Given the reactants [NH:1]1[C:11]2[C:6](=[CH:7][CH:8]=[CH:9][CH:10]=2)[C:4](=O)[C:2]1=[O:3].[OH-].[Na+].[CH3:14][S:15][CH2:16][C:17]([C:19]1[CH:24]=[CH:23][CH:22]=[CH:21][CH:20]=1)=O.[CH2:25](O)[CH3:26].[CH2:28]1[CH2:32]O[CH2:30][CH2:29]1.O, predict the reaction product. The product is: [CH3:14][S:15][C:16]1[C:17]([C:19]2[CH:24]=[CH:23][CH:22]=[CH:21][CH:20]=2)=[N:1][C:11]2[C:6]([C:4]=1[C:2]([NH:1][C@H:2]([C:26]1[CH:25]=[CH:32][CH:28]=[CH:29][CH:30]=1)[CH2:4][CH3:6])=[O:3])=[CH:7][CH:8]=[CH:9][CH:10]=2. (3) Given the reactants [Br:1][C:2]1[CH:3]=[C:4]([NH:10][C:11]2[CH:20]=[CH:19][C:18]3[CH2:17][NH:16][CH2:15][CH2:14][C:13]=3[N:12]=2)[C:5](=[O:9])[N:6]([CH3:8])[CH:7]=1.C=O.[BH-](OC(C)=O)(OC(C)=O)O[C:25](C)=O.[Na+].C(O)(=O)C.[OH-].[Na+], predict the reaction product. The product is: [Br:1][C:2]1[CH:3]=[C:4]([NH:10][C:11]2[CH:20]=[CH:19][C:18]3[CH2:17][N:16]([CH3:25])[CH2:15][CH2:14][C:13]=3[N:12]=2)[C:5](=[O:9])[N:6]([CH3:8])[CH:7]=1.